Dataset: Reaction yield outcomes from USPTO patents with 853,638 reactions. Task: Predict the reaction yield, written as a fraction of the theoretical maximum amount of product (1.0 means a 100% yield; for example, 0.34 means a 34% yield). (1) The reactants are [Cl:1][C:2]1[CH:11]=[CH:10][C:5]([C:6]([O:8][CH3:9])=[O:7])=[C:4]([NH:12][C:13]2[CH:18]=[CH:17][C:16]([CH2:19][C:20]([O:22][CH3:23])=[O:21])=[CH:15][C:14]=2[N+:24]([O-])=O)[CH:3]=1.CO.[H][H]. The catalyst is [Pt].C(OCC)(=O)C. The product is [NH2:24][C:14]1[CH:15]=[C:16]([CH2:19][C:20]([O:22][CH3:23])=[O:21])[CH:17]=[CH:18][C:13]=1[NH:12][C:4]1[CH:3]=[C:2]([Cl:1])[CH:11]=[CH:10][C:5]=1[C:6]([O:8][CH3:9])=[O:7]. The yield is 0.950. (2) The reactants are Br[CH:2]([C:7]1[CH:12]=[C:11]([Cl:13])[CH:10]=[C:9]([Cl:14])[CH:8]=1)[C:3]([F:6])([F:5])[F:4].[CH:15]([C:17]1[CH:22]=[CH:21][C:20]([N:23]2[CH:27]=[N:26][CH:25]=[N:24]2)=[CH:19][CH:18]=1)=[CH2:16].N1C=CC=CC=1C1C=CC=CN=1. The catalyst is ClC1C=CC=CC=1Cl.Cl[Cu]. The product is [Cl:14][C:9]1[CH:8]=[C:7]([CH:2]([C:3]([F:6])([F:5])[F:4])/[CH:16]=[CH:15]/[C:17]2[CH:18]=[CH:19][C:20]([N:23]3[CH:27]=[N:26][CH:25]=[N:24]3)=[CH:21][CH:22]=2)[CH:12]=[C:11]([Cl:13])[CH:10]=1. The yield is 0.320.